This data is from Full USPTO retrosynthesis dataset with 1.9M reactions from patents (1976-2016). The task is: Predict the reactants needed to synthesize the given product. (1) Given the product [N:3]1([C:13]2[N:14]=[C:15]([N:34]3[CH2:39][CH2:38][O:37][CH2:36][CH2:35]3)[C:16]3[N:22]=[C:21]([CH2:23][N:24]4[CH2:29][CH2:28][CH:27]([C:30]([OH:33])([CH3:32])[CH3:31])[CH2:26][CH2:25]4)[CH:20]=[CH:19][C:17]=3[N:18]=2)[C:11]2[C:6](=[CH:7][CH:8]=[CH:9][CH:10]=2)[CH:5]=[CH:4]1, predict the reactants needed to synthesize it. The reactants are: [H-].[Na+].[NH:3]1[C:11]2[C:6](=[CH:7][CH:8]=[CH:9][CH:10]=2)[CH:5]=[CH:4]1.Cl[C:13]1[N:14]=[C:15]([N:34]2[CH2:39][CH2:38][O:37][CH2:36][CH2:35]2)[C:16]2[N:22]=[C:21]([CH2:23][N:24]3[CH2:29][CH2:28][CH:27]([C:30]([OH:33])([CH3:32])[CH3:31])[CH2:26][CH2:25]3)[CH:20]=[CH:19][C:17]=2[N:18]=1. (2) Given the product [CH3:29][S:30]([O-:33])(=[O:32])=[O:31].[CH2:1]([NH+:8]([CH2:9][C:10]1[CH:15]=[CH:14][C:13]([N:16]([CH3:18])[CH3:17])=[CH:12][CH:11]=1)[CH2:19][C:20]1[CH:28]=[CH:27][C:23]([N:24]([CH3:26])[CH3:25])=[CH:22][CH:21]=1)[C:2]1[CH:3]=[CH:4][CH:5]=[CH:6][CH:7]=1, predict the reactants needed to synthesize it. The reactants are: [CH2:1]([N:8]([CH2:19][C:20]1[CH:28]=[CH:27][C:23]([N:24]([CH3:26])[CH3:25])=[CH:22][CH:21]=1)[CH2:9][C:10]1[CH:15]=[CH:14][C:13]([N:16]([CH3:18])[CH3:17])=[CH:12][CH:11]=1)[C:2]1[CH:7]=[CH:6][CH:5]=[CH:4][CH:3]=1.[CH3:29][S:30]([OH:33])(=[O:32])=[O:31]. (3) Given the product [C:31]([O:35][C:36]([N:38]1[CH2:43][CH2:42][CH2:41][CH2:40][CH:39]1[CH2:44][N:45]1[C:54]2[C:49](=[CH:50][C:51]([C:10]3[CH:9]=[N:8][C:7]([NH:6][C:4]([NH:3][CH2:1][CH3:2])=[O:5])=[CH:12][C:11]=3[C:13]3[S:14][CH:15]=[C:16]([C:18]([F:19])([F:20])[F:21])[N:17]=3)=[CH:52][CH:53]=2)[C:48](=[O:56])[C:47]([C:57]([OH:59])=[O:58])=[CH:46]1)=[O:37])([CH3:34])([CH3:32])[CH3:33], predict the reactants needed to synthesize it. The reactants are: [CH2:1]([NH:3][C:4]([NH:6][C:7]1[CH:12]=[C:11]([C:13]2[S:14][CH:15]=[C:16]([C:18]([F:21])([F:20])[F:19])[N:17]=2)[C:10](B2OC(C)(C)C(C)(C)O2)=[CH:9][N:8]=1)=[O:5])[CH3:2].[C:31]([O:35][C:36]([N:38]1[CH2:43][CH2:42][CH2:41][CH2:40][CH:39]1[CH2:44][N:45]1[C:54]2[C:49](=[CH:50][C:51](I)=[CH:52][CH:53]=2)[C:48](=[O:56])[C:47]([C:57]([O:59]CC)=[O:58])=[CH:46]1)=[O:37])([CH3:34])([CH3:33])[CH3:32].C([O-])([O-])=O.[Cs+].[Cs+].Cl. (4) Given the product [C:1]([O:5][C:6]([N:8]1[CH2:12][CH2:11][CH2:10][C:9]1([C:16]([C:18]1[CH:23]=[CH:22][C:21]([Cl:24])=[C:20]([Cl:25])[N:19]=1)=[O:17])[CH2:13][CH2:14][CH3:15])=[O:7])([CH3:2])([CH3:3])[CH3:4], predict the reactants needed to synthesize it. The reactants are: [C:1]([O:5][C:6]([N:8]1[CH2:12][CH2:11][CH2:10][C:9]1([CH:16]([C:18]1[CH:23]=[CH:22][C:21]([Cl:24])=[C:20]([Cl:25])[N:19]=1)[OH:17])[CH2:13][CH2:14][CH3:15])=[O:7])([CH3:4])([CH3:3])[CH3:2]. (5) Given the product [F:34][C:35]1([F:42])[CH2:40][CH2:39][CH:38]([NH:41][C:24]([C:11]2[C:12]([CH2:22][OH:23])=[C:13]([C:14]3[CH:15]=[CH:16][C:17]([O:20][CH3:21])=[CH:18][CH:19]=3)[N:9]([C:3]3[CH:4]=[CH:5][C:6]([Cl:8])=[CH:7][C:2]=3[Cl:1])[N:10]=2)=[O:25])[CH2:37][CH2:36]1, predict the reactants needed to synthesize it. The reactants are: [Cl:1][C:2]1[CH:7]=[C:6]([Cl:8])[CH:5]=[CH:4][C:3]=1[N:9]1[C:13]([C:14]2[CH:19]=[CH:18][C:17]([O:20][CH3:21])=[CH:16][CH:15]=2)=[C:12]([CH2:22][OH:23])[C:11]([C:24](O)=[O:25])=[N:10]1.C(N(CC)CC)C.[F:34][C:35]1([F:42])[CH2:40][CH2:39][CH:38]([NH2:41])[CH2:37][CH2:36]1.F[P-](F)(F)(F)(F)F.N1(O[P+](N(C)C)(N(C)C)N(C)C)C2C=CC=CC=2N=N1. (6) Given the product [Cl:9][C:6]1[N:5]=[CH:4][N:3]=[C:2]([NH:17][CH2:16][CH:13]2[CH2:14][CH2:15][O:10][CH2:11][CH2:12]2)[C:7]=1[NH2:8], predict the reactants needed to synthesize it. The reactants are: Cl[C:2]1[C:7]([NH2:8])=[C:6]([Cl:9])[N:5]=[CH:4][N:3]=1.[O:10]1[CH2:15][CH2:14][CH:13]([CH2:16][NH2:17])[CH2:12][CH2:11]1.C(N(CC)C(C)C)(C)C. (7) Given the product [CH2:1]([O:3][C:4]1[CH:9]=[CH:8][C:7]([C:10]([F:11])([F:13])[F:12])=[CH:6][C:5]=1[NH:14][C:16]([NH:15][C:18]1[CH:19]=[CH:20][C:21]([B:24]2[O:28][C:27]([CH3:30])([CH3:29])[C:26]([CH3:32])([CH3:31])[O:25]2)=[CH:22][CH:23]=1)=[O:17])[CH3:2], predict the reactants needed to synthesize it. The reactants are: [CH2:1]([O:3][C:4]1[CH:9]=[CH:8][C:7]([C:10]([F:13])([F:12])[F:11])=[CH:6][C:5]=1[NH2:14])[CH3:2].[N:15]([C:18]1[CH:23]=[CH:22][C:21]([B:24]2[O:28][C:27]([CH3:30])([CH3:29])[C:26]([CH3:32])([CH3:31])[O:25]2)=[CH:20][CH:19]=1)=[C:16]=[O:17].COC1C=C(C(F)(F)F)C=CC=1NC(NC1C=CC(B2OC(C)(C)C(C)(C)O2)=CC=1)=O. (8) Given the product [CH3:17][C:18]([CH3:22])=[CH:19][CH2:20][N:1]1[C:5]2[CH:6]=[CH:7][CH:8]=[CH:9][C:4]=2[NH:3][C:2]1=[O:10], predict the reactants needed to synthesize it. The reactants are: [NH:1]1[C:5]2[CH:6]=[CH:7][CH:8]=[CH:9][C:4]=2[NH:3][C:2]1=[O:10].C(=O)([O-])[O-].[Cs+].[Cs+].[CH3:17][C:18]([CH3:22])=[CH:19][CH2:20]Br.O.